Dataset: NCI-60 drug combinations with 297,098 pairs across 59 cell lines. Task: Regression. Given two drug SMILES strings and cell line genomic features, predict the synergy score measuring deviation from expected non-interaction effect. Drug 1: C1CCC(CC1)NC(=O)N(CCCl)N=O. Drug 2: CC(C)(C#N)C1=CC(=CC(=C1)CN2C=NC=N2)C(C)(C)C#N. Cell line: TK-10. Synergy scores: CSS=-1.13, Synergy_ZIP=-3.77, Synergy_Bliss=-5.41, Synergy_Loewe=-6.83, Synergy_HSA=-5.73.